Task: Predict the reactants needed to synthesize the given product.. Dataset: Full USPTO retrosynthesis dataset with 1.9M reactions from patents (1976-2016) (1) Given the product [F:31][C:23]1[CH:22]=[C:21]([CH2:20][C:19]([NH:18][C:14]2[C:13]([CH3:33])=[CH:12][CH:11]=[C:10]3[C:15]=2[CH:16]=[CH:17][N:8]([C@H:6]([CH3:7])[CH2:5][OH:4])[C:9]3=[O:34])=[O:32])[CH:26]=[CH:25][C:24]=1[C:27]([F:30])([F:28])[F:29], predict the reactants needed to synthesize it. The reactants are: C([O:4][CH2:5][C@H:6]([N:8]1[CH:17]=[CH:16][C:15]2[C:10](=[CH:11][CH:12]=[C:13]([CH3:33])[C:14]=2[NH:18][C:19](=[O:32])[CH2:20][C:21]2[CH:26]=[CH:25][C:24]([C:27]([F:30])([F:29])[F:28])=[C:23]([F:31])[CH:22]=2)[C:9]1=[O:34])[CH3:7])(=O)C.C(=O)([O-])[O-].[K+].[K+].CO. (2) Given the product [Br:11][CH2:12][CH2:13][CH2:14][CH2:15][CH2:16][CH2:17][CH2:18][CH2:19][CH:20]1[O:5][CH2:1][CH2:2][O:3]1, predict the reactants needed to synthesize it. The reactants are: [C:1](Cl)(=[O:5])[C:2](Cl)=[O:3].CS(C)=O.[Br:11][CH2:12][CH2:13][CH2:14][CH2:15][CH2:16][CH2:17][CH2:18][CH2:19][CH2:20]O.C(N(CC)CC)C. (3) Given the product [CH2:16]([N:1]1[CH:5]=[C:4]([C:6]2[CH:7]=[N:8][CH:9]=[CH:10][CH:11]=2)[N:3]=[CH:2]1)[C:15]#[CH:14], predict the reactants needed to synthesize it. The reactants are: [NH:1]1[CH:5]=[C:4]([C:6]2[CH:7]=[N:8][CH:9]=[CH:10][CH:11]=2)[N:3]=[CH:2]1.[H-].[Na+].[CH2:14](Br)[C:15]#[CH:16].